Dataset: Orexin1 receptor HTS with 218,158 compounds and 233 confirmed actives. Task: Binary Classification. Given a drug SMILES string, predict its activity (active/inactive) in a high-throughput screening assay against a specified biological target. (1) The compound is s1\c(n(c2c1ccc(OC)c2)CC)=C/C(=O)CC. The result is 0 (inactive). (2) The compound is O1C(CN(C(CC)c2n(nnn2)CCOC)Cc2cc3c([nH]c2=O)cc(c(c3)C)C)CCC1. The result is 0 (inactive). (3) The compound is FC(F)(F)C1n2[nH]cc(c2=NC(C1)c1occc1)C(=O)Nc1c(C(O)C)cc2OCOc2c1. The result is 0 (inactive). (4) The result is 0 (inactive). The molecule is O=C(NC1c2c(c3c1cccc3)cccc2)C(c1ccccc1)c1ccccc1. (5) The compound is OC1=C(C(N(CCN(C)C)C1=O)c1cc(OCC=C)ccc1)C(=O)c1oc(cc1)C. The result is 0 (inactive).